This data is from NCI-60 drug combinations with 297,098 pairs across 59 cell lines. The task is: Regression. Given two drug SMILES strings and cell line genomic features, predict the synergy score measuring deviation from expected non-interaction effect. (1) Drug 1: C(=O)(N)NO. Drug 2: CCN(CC)CCCC(C)NC1=C2C=C(C=CC2=NC3=C1C=CC(=C3)Cl)OC. Cell line: T-47D. Synergy scores: CSS=0.212, Synergy_ZIP=-0.654, Synergy_Bliss=-0.231, Synergy_Loewe=-0.250, Synergy_HSA=-0.803. (2) Cell line: UO-31. Drug 2: C1C(C(OC1N2C=NC3=C2NC=NCC3O)CO)O. Synergy scores: CSS=2.04, Synergy_ZIP=0.558, Synergy_Bliss=0.0533, Synergy_Loewe=0.368, Synergy_HSA=-0.909. Drug 1: CC1=C(C(CCC1)(C)C)C=CC(=CC=CC(=CC(=O)O)C)C. (3) Drug 1: C#CCC(CC1=CN=C2C(=N1)C(=NC(=N2)N)N)C3=CC=C(C=C3)C(=O)NC(CCC(=O)O)C(=O)O. Drug 2: C1CCC(C(C1)N)N.C(=O)(C(=O)[O-])[O-].[Pt+4]. Cell line: NCI/ADR-RES. Synergy scores: CSS=17.0, Synergy_ZIP=-4.49, Synergy_Bliss=-3.77, Synergy_Loewe=0.552, Synergy_HSA=-1.86.